Task: Regression. Given two drug SMILES strings and cell line genomic features, predict the synergy score measuring deviation from expected non-interaction effect.. Dataset: NCI-60 drug combinations with 297,098 pairs across 59 cell lines (1) Drug 1: CN(CCCl)CCCl.Cl. Drug 2: B(C(CC(C)C)NC(=O)C(CC1=CC=CC=C1)NC(=O)C2=NC=CN=C2)(O)O. Cell line: UO-31. Synergy scores: CSS=29.9, Synergy_ZIP=-3.17, Synergy_Bliss=-2.29, Synergy_Loewe=-12.7, Synergy_HSA=-3.56. (2) Cell line: SK-OV-3. Drug 2: CC1CCC2CC(C(=CC=CC=CC(CC(C(=O)C(C(C(=CC(C(=O)CC(OC(=O)C3CCCCN3C(=O)C(=O)C1(O2)O)C(C)CC4CCC(C(C4)OC)O)C)C)O)OC)C)C)C)OC. Synergy scores: CSS=26.4, Synergy_ZIP=-0.421, Synergy_Bliss=-2.08, Synergy_Loewe=1.22, Synergy_HSA=2.60. Drug 1: CC12CCC3C(C1CCC2=O)CC(=C)C4=CC(=O)C=CC34C. (3) Drug 1: CS(=O)(=O)C1=CC(=C(C=C1)C(=O)NC2=CC(=C(C=C2)Cl)C3=CC=CC=N3)Cl. Drug 2: CCN(CC)CCCC(C)NC1=C2C=C(C=CC2=NC3=C1C=CC(=C3)Cl)OC. Cell line: MALME-3M. Synergy scores: CSS=44.0, Synergy_ZIP=12.2, Synergy_Bliss=14.7, Synergy_Loewe=9.77, Synergy_HSA=13.2. (4) Drug 1: CS(=O)(=O)CCNCC1=CC=C(O1)C2=CC3=C(C=C2)N=CN=C3NC4=CC(=C(C=C4)OCC5=CC(=CC=C5)F)Cl. Drug 2: C1CNP(=O)(OC1)N(CCCl)CCCl. Cell line: IGROV1. Synergy scores: CSS=3.22, Synergy_ZIP=1.04, Synergy_Bliss=2.70, Synergy_Loewe=-1.11, Synergy_HSA=0.263. (5) Drug 1: C1=C(C(=O)NC(=O)N1)N(CCCl)CCCl. Drug 2: COC1=C2C(=CC3=C1OC=C3)C=CC(=O)O2. Cell line: SNB-75. Synergy scores: CSS=16.7, Synergy_ZIP=-7.25, Synergy_Bliss=-2.59, Synergy_Loewe=-7.13, Synergy_HSA=-3.08.